From a dataset of Full USPTO retrosynthesis dataset with 1.9M reactions from patents (1976-2016). Predict the reactants needed to synthesize the given product. (1) Given the product [Cl:11][CH:12]([CH2:15][S:8]([C:2]1[CH:7]=[CH:6][CH:5]=[CH:4][CH:3]=1)(=[O:10])=[O:9])[C:13]#[N:14], predict the reactants needed to synthesize it. The reactants are: [Na+].[C:2]1([S:8]([O-:10])=[O:9])[CH:7]=[CH:6][CH:5]=[CH:4][CH:3]=1.[Cl:11][C:12](=[CH2:15])[C:13]#[N:14].CO. (2) Given the product [Br:1][C:2]1[CH:7]=[C:6]2[C:5]([C:23](=[O:26])[N:24]([CH3:25])[C:9]([CH:11]3[CH2:15][CH2:14][CH2:13][NH:12]3)=[N:8]2)=[CH:4][CH:3]=1, predict the reactants needed to synthesize it. The reactants are: [Br:1][C:2]1[CH:3]=[CH:4][C:5]([C:23](=[O:26])[NH:24][CH3:25])=[C:6]([NH:8][C:9]([CH:11]2[CH2:15][CH2:14][CH2:13][N:12]2C(OC(C)(C)C)=O)=O)[CH:7]=1.C[Si](C)(C)N[Si](C)(C)C.II.[O-]S([O-])(=S)=O.[Na+].[Na+]. (3) Given the product [NH:13]1[C:14]2[CH:19]=[CH:18][CH:17]=[CH:16][C:15]=2[N:11]=[C:12]1[C@H:8]([NH:9][C:10]([NH:30][C:26]1[CH:27]=[C:28]([CH3:29])[N:24]([CH3:23])[N:25]=1)=[O:20])[CH2:7][C:6]1[CH:5]=[CH:4][C:3]([O:2][CH3:1])=[CH:22][CH:21]=1, predict the reactants needed to synthesize it. The reactants are: [CH3:1][O:2][C:3]1[CH:22]=[CH:21][C:6]([CH2:7][C@@H:8]2[C:12]3=[N:13][C:14]4[CH:19]=[CH:18][CH:17]=[CH:16][C:15]=4[N:11]3[C:10](=[O:20])[NH:9]2)=[CH:5][CH:4]=1.[CH3:23][N:24]1[C:28]([CH3:29])=[CH:27][C:26]([NH2:30])=[N:25]1.C(O)(C(F)(F)F)=O. (4) The reactants are: C(N(CC)CC)C.[CH:8]([C:10]1[C:18]2[C:13](=[CH:14][CH:15]=[CH:16][CH:17]=2)[N:12](C(OC(C)(C)C)=O)[CH:11]=1)=[O:9].[CH3:26][O:27][C:28]1[CH:33]=[C:32]([N:34]=[CH:35][C:36]2[CH:43]=[CH:42][C:39]([C:40]#[N:41])=[CH:38][CH:37]=2)[CH:31]=[CH:30][N:29]=1. Given the product [NH:12]1[C:13]2[C:18](=[CH:17][CH:16]=[CH:15][CH:14]=2)[C:10]([C:8](=[O:9])[CH:35]([C:36]2[CH:43]=[CH:42][C:39]([C:40]#[N:41])=[CH:38][CH:37]=2)[NH:34][C:32]2[CH:31]=[CH:30][N:29]=[C:28]([O:27][CH3:26])[CH:33]=2)=[CH:11]1, predict the reactants needed to synthesize it. (5) Given the product [C:1]([O:5][C:6]([N:8]([CH2:25][C:26]([F:29])([F:28])[F:27])[C:9]1[CH:14]=[C:13]([C:15]2[O:16][CH:17]=[C:18]([C:20]([OH:22])=[O:21])[N:19]=2)[CH:12]=[CH:11][N:10]=1)=[O:7])([CH3:4])([CH3:2])[CH3:3], predict the reactants needed to synthesize it. The reactants are: [C:1]([O:5][C:6]([N:8]([CH2:25][C:26]([F:29])([F:28])[F:27])[C:9]1[CH:14]=[C:13]([C:15]2[O:16][CH:17]=[C:18]([C:20]([O:22]CC)=[O:21])[N:19]=2)[CH:12]=[CH:11][N:10]=1)=[O:7])([CH3:4])([CH3:3])[CH3:2].[OH-].[Na+].Cl. (6) Given the product [C:1]([N:9]1[CH2:14][CH2:13][N:12]([C:15](=[O:25])[C:16]([C:18]2[CH:23]=[CH:22][C:21]([N:27]3[CH:31]=[N:30][CH:29]=[N:28]3)=[CH:20][CH:19]=2)=[O:17])[CH:11]([CH3:26])[CH2:10]1)(=[O:8])[C:2]1[CH:7]=[CH:6][CH:5]=[CH:4][CH:3]=1, predict the reactants needed to synthesize it. The reactants are: [C:1]([N:9]1[CH2:14][CH2:13][N:12]([C:15](=[O:25])[C:16]([C:18]2[CH:23]=[CH:22][C:21](I)=[CH:20][CH:19]=2)=[O:17])[CH:11]([CH3:26])[CH2:10]1)(=[O:8])[C:2]1[CH:7]=[CH:6][CH:5]=[CH:4][CH:3]=1.[NH:27]1[CH:31]=[N:30][CH:29]=[N:28]1.[OH-].[K+].CO.C(Cl)(Cl)Cl. (7) Given the product [Cl:40][CH2:41][C:10]([N:4]1[C@@H:5]([C:8]#[CH:9])[CH2:6][CH2:7][C@H:3]1[C:1]#[N:2])=[O:12], predict the reactants needed to synthesize it. The reactants are: [C:1]([C@@H:3]1[CH2:7][CH2:6][C@H:5]([C:8]#[CH:9])[N:4]1[C:10]([O:12]C(C)(C)C)=O)#[N:2].C1(C)C=CC(S(O)(=O)=O)=CC=1.C(=O)=O.C(N(CC)C(C)C)(C)C.[Cl:40][CH2:41]C(Cl)=O.C(OC(C)C)(=O)C.OP([O-])([O-])=O.[K+].[K+]. (8) The reactants are: [Br:1][C:2]1[C:20]([F:21])=[CH:19][C:5]([N:6]([CH:11]2[CH2:16][CH2:15][C:14]([F:18])([F:17])[CH2:13][CH2:12]2)[CH2:7][CH:8]([CH3:10])[CH3:9])=[C:4]([N+:22]([O-])=O)[CH:3]=1.[Cl-].[NH4+]. Given the product [Br:1][C:2]1[CH:3]=[C:4]([NH2:22])[C:5]([N:6]([CH:11]2[CH2:16][CH2:15][C:14]([F:17])([F:18])[CH2:13][CH2:12]2)[CH2:7][CH:8]([CH3:10])[CH3:9])=[CH:19][C:20]=1[F:21], predict the reactants needed to synthesize it.